From a dataset of Forward reaction prediction with 1.9M reactions from USPTO patents (1976-2016). Predict the product of the given reaction. (1) Given the reactants N1C=CN=C1.[Si:6](Cl)([C:9]([CH3:12])([CH3:11])[CH3:10])([CH3:8])[CH3:7].[S:14]1[C:18]2[CH:19]([CH2:23][CH2:24][OH:25])[O:20][CH2:21][CH2:22][C:17]=2[CH:16]=[CH:15]1.O, predict the reaction product. The product is: [C:9]([Si:6]([O:25][CH2:24][CH2:23][CH:19]1[C:18]2[S:14][CH:15]=[CH:16][C:17]=2[CH2:22][CH2:21][O:20]1)([CH3:8])[CH3:7])([CH3:12])([CH3:11])[CH3:10]. (2) Given the reactants [C:1]([O:5][C:6]([NH:8][C:9]1[CH2:10][C:11]([C:24](=[O:32])[N:25]([CH2:29][CH2:30][CH3:31])[CH2:26][CH2:27][CH3:28])=[CH:12][C:13]2[CH:19]=[CH:18][C:17]([C:20]([O:22]C)=[O:21])=[CH:16][C:14]=2[N:15]=1)=[O:7])([CH3:4])([CH3:3])[CH3:2].[Li+].[OH-].C(O)(=O)CC(CC(O)=O)(C(O)=O)O, predict the reaction product. The product is: [C:1]([O:5][C:6]([NH:8][C:9]1[CH2:10][C:11]([C:24](=[O:32])[N:25]([CH2:29][CH2:30][CH3:31])[CH2:26][CH2:27][CH3:28])=[CH:12][C:13]2[CH:19]=[CH:18][C:17]([C:20]([OH:22])=[O:21])=[CH:16][C:14]=2[N:15]=1)=[O:7])([CH3:3])([CH3:4])[CH3:2]. (3) Given the reactants [Cl:1][C:2]1[CH:9]=[C:8](F)[C:7]([CH3:11])=[CH:6][C:3]=1[C:4]#[N:5].[OH:12][C:13]([C@H:16]1[CH2:20][CH2:19][NH:18][C@H:17]1[CH3:21])([CH3:15])[CH3:14].C(=O)([O-])[O-].[Li+].[Li+], predict the reaction product. The product is: [Cl:1][C:2]1[CH:9]=[C:8]([N:18]2[CH2:19][CH2:20][C@H:16]([C:13]([OH:12])([CH3:15])[CH3:14])[C@@H:17]2[CH3:21])[C:7]([CH3:11])=[CH:6][C:3]=1[C:4]#[N:5]. (4) Given the reactants [CH3:1][N:2]([CH3:26])[C:3]1[N:12]=[C:11]([NH:13][C@H:14]([C:16]2[CH:21]=[CH:20][C:19]([N+:22]([O-])=O)=[CH:18][CH:17]=2)[CH3:15])[C:10]2[C:5](=[CH:6][C:7]([CH3:25])=[CH:8][CH:9]=2)[N:4]=1, predict the reaction product. The product is: [NH2:22][C:19]1[CH:20]=[CH:21][C:16]([C@@H:14]([NH:13][C:11]2[C:10]3[C:5](=[CH:6][C:7]([CH3:25])=[CH:8][CH:9]=3)[N:4]=[C:3]([N:2]([CH3:26])[CH3:1])[N:12]=2)[CH3:15])=[CH:17][CH:18]=1. (5) Given the reactants [CH3:1][O:2][C:3](=[O:22])[NH:4][C:5]1[S:6][C:7]2[C:13]([C:14]3[O:15][CH2:16][CH2:17][O:18][CH:19]=3)=[CH:12][CH:11]=[C:10]([O:20][CH3:21])[C:8]=2[N:9]=1.[H][H], predict the reaction product. The product is: [CH3:1][O:2][C:3](=[O:22])[NH:4][C:5]1[S:6][C:7]2[C:13]([CH:14]3[CH2:19][O:18][CH2:17][CH2:16][O:15]3)=[CH:12][CH:11]=[C:10]([O:20][CH3:21])[C:8]=2[N:9]=1. (6) Given the reactants [NH2:1][C@H:2]([C:10]([OH:12])=O)[CH2:3][C:4]1[CH:9]=[CH:8][CH:7]=[CH:6][CH:5]=1.C(N(CC)CC)C.[CH2:20]([N:23]=[C:24]=[S:25])[CH:21]=[CH2:22].Cl, predict the reaction product. The product is: [CH2:20]([N:23]1[C:10](=[O:12])[CH:2]([CH2:3][C:4]2[CH:5]=[CH:6][CH:7]=[CH:8][CH:9]=2)[NH:1][C:24]1=[S:25])[CH:21]=[CH2:22]. (7) Given the reactants [Cl:1][C:2]1[CH:7]=[CH:6][C:5]([OH:8])=[CH:4][N:3]=1.[CH3:9][N:10]1[CH2:15][CH2:14][N:13]([C:16]2[CH:17]=[C:18](B(O)O)[CH:19]=[CH:20][CH:21]=2)[CH2:12][CH2:11]1.C(N(CC)CC)C, predict the reaction product. The product is: [Cl:1][C:2]1[N:3]=[CH:4][C:5]([O:8][C:20]2[CH:21]=[C:16]([N:13]3[CH2:14][CH2:15][N:10]([CH3:9])[CH2:11][CH2:12]3)[CH:17]=[CH:18][CH:19]=2)=[CH:6][CH:7]=1.